Dataset: Full USPTO retrosynthesis dataset with 1.9M reactions from patents (1976-2016). Task: Predict the reactants needed to synthesize the given product. (1) Given the product [C:44]([N:43]([CH2:47][CH2:48][CH2:49][O:50][CH3:51])[C:41]1[CH:42]=[C:37]([CH:38]=[CH:39][C:40]=1[CH3:52])[CH2:36][O:1][CH:2]1[CH:7]([C:8]2[CH:13]=[CH:12][C:11]([O:14][CH2:15][CH2:16][CH2:17][O:18][CH2:19][C:20]3[CH:25]=[CH:24][CH:23]=[CH:22][C:21]=3[O:26][CH3:27])=[CH:10][CH:9]=2)[CH2:6][CH2:5][N:4]([C:28]([O:30][C:31]([CH3:34])([CH3:33])[CH3:32])=[O:29])[CH2:3]1)(=[O:46])[CH3:45], predict the reactants needed to synthesize it. The reactants are: [OH:1][CH:2]1[CH:7]([C:8]2[CH:13]=[CH:12][C:11]([O:14][CH2:15][CH2:16][CH2:17][O:18][CH2:19][C:20]3[CH:25]=[CH:24][CH:23]=[CH:22][C:21]=3[O:26][CH3:27])=[CH:10][CH:9]=2)[CH2:6][CH2:5][N:4]([C:28]([O:30][C:31]([CH3:34])([CH3:33])[CH3:32])=[O:29])[CH2:3]1.Cl[CH2:36][C:37]1[CH:38]=[CH:39][C:40]([CH3:52])=[C:41]([N:43]([CH2:47][CH2:48][CH2:49][O:50][CH3:51])[C:44](=[O:46])[CH3:45])[CH:42]=1. (2) Given the product [CH3:18][O:17][C:14]1[N:13]2[N:19]=[C:20]([C:22]#[N:23])[CH:21]=[C:12]2[C:11]([C:9](=[O:10])[CH2:8][C:7]2[CH:2]=[CH:3][N:4]=[CH:5][CH:6]=2)=[CH:16][CH:15]=1, predict the reactants needed to synthesize it. The reactants are: Cl[C:2]1[CH:3]=[N:4][CH:5]=[C:6](Cl)[C:7]=1[CH2:8][C:9]([C:11]1[C:12]2[N:13]([N:19]=[C:20]([C:22]#[N:23])[CH:21]=2)[C:14]([O:17][CH3:18])=[CH:15][CH:16]=1)=[O:10].C(N(CC)CC)C.C(=O)([O-])O.[Na+].C(OCC)(=O)C. (3) Given the product [OH:1][C:2]1[C:3]([C:8]([O:10][CH3:11])=[O:9])=[N:4][CH:5]=[CH:6][CH:7]=1, predict the reactants needed to synthesize it. The reactants are: [OH:1][C:2]1[C:3]([C:8]([OH:10])=[O:9])=[N:4][CH:5]=[CH:6][CH:7]=1.[C:11](Cl)(=O)C(Cl)=O.CO. (4) Given the product [ClH:1].[NH2:9][CH2:10][C@H:11]1[CH2:12][CH2:13][C@H:14]([C:17]([NH:19][C@H:20]([C:50](=[O:63])[NH:51][C:52]2[CH:53]=[CH:54][C:55]([C:58]3[NH:62][N:61]=[N:60][N:59]=3)=[CH:56][CH:57]=2)[CH2:21][C:22]2[CH:23]=[CH:24][C:25]([C:28]3[CH:33]=[CH:32][CH:31]=[CH:30][C:29]=3[NH:34][C:35]([CH:37]3[CH2:38][CH2:39][NH:40][CH2:41][CH2:42]3)=[O:36])=[CH:26][CH:27]=2)=[O:18])[CH2:15][CH2:16]1, predict the reactants needed to synthesize it. The reactants are: [ClH:1].C(OC([NH:9][CH2:10][C@H:11]1[CH2:16][CH2:15][C@H:14]([C:17]([NH:19][C@H:20]([C:50](=[O:63])[NH:51][C:52]2[CH:57]=[CH:56][C:55]([C:58]3[N:59]=[N:60][NH:61][N:62]=3)=[CH:54][CH:53]=2)[CH2:21][C:22]2[CH:27]=[CH:26][C:25]([C:28]3[CH:33]=[CH:32][CH:31]=[CH:30][C:29]=3[NH:34][C:35]([CH:37]3[CH2:42][CH2:41][N:40](C(OC(C)(C)C)=O)[CH2:39][CH2:38]3)=[O:36])=[CH:24][CH:23]=2)=[O:18])[CH2:13][CH2:12]1)=O)(C)(C)C. (5) Given the product [F:37][C:24]1[CH:23]=[C:22]([C:21]2[N:38]=[C:7]([C:6]3[CH:10]=[CH:11][C:12]([N:13]4[CH2:18][CH2:17][CH2:16][CH2:15][CH:14]4[CH3:19])=[C:4]([CH2:3][O:2][CH3:1])[CH:5]=3)[O:9][N:20]=2)[CH:36]=[CH:35][C:25]=1[O:26][CH2:27][CH2:28][CH2:29][C:30]([O:32][CH2:33][CH3:34])=[O:31], predict the reactants needed to synthesize it. The reactants are: [CH3:1][O:2][CH2:3][C:4]1[CH:5]=[C:6]([CH:10]=[CH:11][C:12]=1[N:13]1[CH2:18][CH2:17][CH2:16][CH2:15][CH:14]1[CH3:19])[C:7]([OH:9])=O.[NH2:20][C:21](=[N:38]O)[C:22]1[CH:36]=[CH:35][C:25]([O:26][CH2:27][CH2:28][CH2:29][C:30]([O:32][CH2:33][CH3:34])=[O:31])=[C:24]([F:37])[CH:23]=1. (6) Given the product [CH2:1]([O:8][C:9]1[C:14]([O:15][CH3:16])=[CH:13][C:12]([CH2:17][CH:18]=[O:19])=[CH:11][C:10]=1[O:20][CH3:21])[C:2]1[CH:3]=[CH:4][CH:5]=[CH:6][CH:7]=1, predict the reactants needed to synthesize it. The reactants are: [CH2:1]([O:8][C:9]1[C:14]([O:15][CH3:16])=[CH:13][C:12]([CH2:17][CH2:18][OH:19])=[CH:11][C:10]=1[O:20][CH3:21])[C:2]1[CH:7]=[CH:6][CH:5]=[CH:4][CH:3]=1.CC(OI1(OC(C)=O)(OC(C)=O)OC(=O)C2C=CC=CC1=2)=O.O.